Dataset: Reaction yield outcomes from USPTO patents with 853,638 reactions. Task: Predict the reaction yield, written as a fraction of the theoretical maximum amount of product (1.0 means a 100% yield; for example, 0.34 means a 34% yield). (1) The reactants are [Br:1][C:2]1[CH:3]=[C:4]2[C:8](=[CH:9][CH:10]=1)[NH:7][N:6]=[CH:5]2.[O:11]1[CH:16]=[CH:15][CH2:14][CH2:13][CH2:12]1.C1(C)C=CC(S([O-])(=O)=O)=CC=1.[NH+]1C=CC=CC=1. The catalyst is ClCCl. The product is [Br:1][C:2]1[CH:3]=[C:4]2[C:8](=[CH:9][CH:10]=1)[N:7]([CH:12]1[CH2:13][CH2:14][CH2:15][CH2:16][O:11]1)[N:6]=[CH:5]2. The yield is 0.790. (2) The product is [C:6]([Si:10]([O:11][C:12]1[CH:17]=[CH:16][C:15]([C:18]([CH3:1])=[CH2:19])=[CH:14][CH:13]=1)([CH3:22])[CH3:21])([CH3:9])([CH3:8])[CH3:7]. The catalyst is [Br-].C[P+](C1C=CC=CC=1)(C1C=CC=CC=1)C1C=CC=CC=1.C1COCC1. The reactants are [CH2:1]([Li])CCC.[C:6]([Si:10]([CH3:22])([CH3:21])[O:11][C:12]1[CH:17]=[CH:16][C:15]([C:18](=O)[CH3:19])=[CH:14][CH:13]=1)([CH3:9])([CH3:8])[CH3:7]. The yield is 0.840.